Task: Predict the reaction yield, written as a fraction of the theoretical maximum amount of product (1.0 means a 100% yield; for example, 0.34 means a 34% yield).. Dataset: Reaction yield outcomes from USPTO patents with 853,638 reactions (1) The reactants are [OH:1][C:2]1[CH:7]=[CH:6][C:5]([CH2:8][C:9]([O:11][CH2:12][C:13]2[CH:18]=[CH:17][CH:16]=[CH:15][CH:14]=2)=[O:10])=[CH:4][CH:3]=1.[Mg+2].[Cl-].[Cl-].C(N(CC)CC)C.[CH2:29]=[O:30].Cl. The catalyst is CC#N.CCOCC. The product is [CH:29]([C:7]1[CH:6]=[C:5]([CH2:8][C:9]([O:11][CH2:12][C:13]2[CH:14]=[CH:15][CH:16]=[CH:17][CH:18]=2)=[O:10])[CH:4]=[CH:3][C:2]=1[OH:1])=[O:30]. The yield is 0.500. (2) The reactants are [CH3:1][O:2][C:3](=[O:14])[CH2:4][NH:5][CH2:6][CH2:7][N:8]1[CH2:13][CH2:12][O:11][CH2:10][CH2:9]1.C(N(CC)CC)C.Br.[Br:23][C:24]1[CH:25]=[C:26]([CH2:31]Br)[C:27]([NH2:30])=[N:28][CH:29]=1. The catalyst is CN(C=O)C.O. The product is [CH3:1][O:2][C:3](=[O:14])[CH2:4][N:5]([CH2:31][C:26]1[C:27]([NH2:30])=[N:28][CH:29]=[C:24]([Br:23])[CH:25]=1)[CH2:6][CH2:7][N:8]1[CH2:13][CH2:12][O:11][CH2:10][CH2:9]1. The yield is 0.600. (3) The reactants are [NH2:1][C:2]1[NH:7][C:6](=O)[CH:5]=[C:4]([CH2:9][O:10][CH:11]([CH3:13])[CH3:12])[N:3]=1.F[P-](F)(F)(F)(F)F.N1(O[P+](N(C)C)(N(C)C)N(C)C)C2C=CC=CC=2N=N1.C1CCN2C(=NCCC2)CC1.[CH3:52][N:53]1[CH2:58][CH2:57][NH:56][CH2:55][CH2:54]1. The catalyst is C(#N)C. The product is [CH:11]([O:10][CH2:9][C:4]1[CH:5]=[C:6]([N:56]2[CH2:57][CH2:58][N:53]([CH3:52])[CH2:54][CH2:55]2)[N:7]=[C:2]([NH2:1])[N:3]=1)([CH3:13])[CH3:12]. The yield is 0.140. (4) The reactants are [F:1][CH:2]([F:15])[CH2:3][CH2:4][O:5][C:6]1[CH:7]=[C:8]([CH:12]=[CH:13][CH:14]=1)[C:9](O)=[O:10].C(Cl)(=O)C([Cl:19])=O. The catalyst is ClCCl.CN(C=O)C. The product is [F:1][CH:2]([F:15])[CH2:3][CH2:4][O:5][C:6]1[CH:7]=[C:8]([CH:12]=[CH:13][CH:14]=1)[C:9]([Cl:19])=[O:10]. The yield is 1.00.